Dataset: Full USPTO retrosynthesis dataset with 1.9M reactions from patents (1976-2016). Task: Predict the reactants needed to synthesize the given product. (1) Given the product [I-:1].[C:22]1([P+:15]([C:9]2[CH:10]=[CH:11][CH:12]=[CH:13][CH:14]=2)([C:16]2[CH:21]=[CH:20][CH:19]=[CH:18][CH:17]=2)[CH2:2][CH:3]2[CH2:8][CH2:7][O:6][CH2:5][CH2:4]2)[CH:23]=[CH:24][CH:25]=[CH:26][CH:27]=1, predict the reactants needed to synthesize it. The reactants are: [I:1][CH2:2][CH:3]1[CH2:8][CH2:7][O:6][CH2:5][CH2:4]1.[C:9]1([P:15]([C:22]2[CH:27]=[CH:26][CH:25]=[CH:24][CH:23]=2)[C:16]2[CH:21]=[CH:20][CH:19]=[CH:18][CH:17]=2)[CH:14]=[CH:13][CH:12]=[CH:11][CH:10]=1. (2) Given the product [CH2:31]([O:33][C:34](=[O:41])[CH2:35][NH:36][C:37](=[O:40])[CH2:38][O:17][C:10]1[CH:11]=[C:12]([C:15]#[N:16])[CH:13]=[CH:14][C:9]=1[CH2:8][NH:7][C:5](=[O:6])[C:4]1[CH:18]=[C:19]([O:21][CH2:22][C:23]2[CH:24]=[C:25]([Cl:30])[CH:26]=[C:27]([Cl:29])[CH:28]=2)[CH:20]=[C:2]([Cl:1])[CH:3]=1)[CH3:32], predict the reactants needed to synthesize it. The reactants are: [Cl:1][C:2]1[CH:3]=[C:4]([CH:18]=[C:19]([O:21][CH2:22][C:23]2[CH:28]=[C:27]([Cl:29])[CH:26]=[C:25]([Cl:30])[CH:24]=2)[CH:20]=1)[C:5]([NH:7][CH2:8][C:9]1[CH:14]=[CH:13][C:12]([C:15]#[N:16])=[CH:11][C:10]=1[OH:17])=[O:6].[CH2:31]([O:33][C:34](=[O:41])[CH2:35][NH:36][C:37](=[O:40])[CH2:38]Cl)[CH3:32].C(=O)([O-])[O-].[Cs+].[Cs+]. (3) Given the product [Cl:1][C:2]1[CH:7]=[CH:6][C:5]([C:8]2[C:14]3[CH:15]=[C:16]([C:19]4[CH:20]=[CH:21][C:22]([CH2:25][N:41]5[CH2:42][CH2:43][N:38]([CH3:37])[CH2:39][CH2:40]5)=[CH:23][CH:24]=4)[CH:17]=[CH:18][C:13]=3[N:12]3[C:27]([CH3:30])=[N:28][N:29]=[C:11]3[C@H:10]([CH2:31][C:32]([NH:34][CH2:35][CH3:36])=[O:33])[N:9]=2)=[CH:4][CH:3]=1, predict the reactants needed to synthesize it. The reactants are: [Cl:1][C:2]1[CH:7]=[CH:6][C:5]([C:8]2[C:14]3[CH:15]=[C:16]([C:19]4[CH:24]=[CH:23][C:22]([CH:25]=O)=[CH:21][CH:20]=4)[CH:17]=[CH:18][C:13]=3[N:12]3[C:27]([CH3:30])=[N:28][N:29]=[C:11]3[C@H:10]([CH2:31][C:32]([NH:34][CH2:35][CH3:36])=[O:33])[N:9]=2)=[CH:4][CH:3]=1.[CH3:37][N:38]1[CH2:43][CH2:42][NH:41][CH2:40][CH2:39]1.C(O[BH-](OC(=O)C)OC(=O)C)(=O)C.[Na+].C(=O)([O-])O.[Na+]. (4) Given the product [N+:1]([C:4]1[CH:5]=[C:6]2[C:10](=[CH:11][CH:12]=1)[NH:9][CH:8]=[C:7]2[CH:15]1[CH2:16][CH2:17][C:13](=[O:18])[CH2:14]1)([O-:3])=[O:2], predict the reactants needed to synthesize it. The reactants are: [N+:1]([C:4]1[CH:5]=[C:6]2[C:10](=[CH:11][CH:12]=1)[NH:9][CH:8]=[CH:7]2)([O-:3])=[O:2].[C:13]1(=[O:18])[CH2:17][CH2:16][CH:15]=[CH:14]1. (5) Given the product [C:1]([O:5][C@H:6]1[CH2:10][N:9]([C:11](=[O:19])[CH2:12][C:13]2[O:17][N:16]=[C:15]([CH3:18])[CH:14]=2)[C@H:8]([C:20]([OH:22])=[O:21])[CH2:7]1)([CH3:4])([CH3:2])[CH3:3], predict the reactants needed to synthesize it. The reactants are: [C:1]([O:5][C@H:6]1[CH2:10][N:9]([C:11](=[O:19])[CH2:12][C:13]2[O:17][N:16]=[C:15]([CH3:18])[CH:14]=2)[C@H:8]([C:20]([O:22]CC=C)=[O:21])[CH2:7]1)([CH3:4])([CH3:3])[CH3:2].N1CCOCC1.